Dataset: NCI-60 drug combinations with 297,098 pairs across 59 cell lines. Task: Regression. Given two drug SMILES strings and cell line genomic features, predict the synergy score measuring deviation from expected non-interaction effect. (1) Drug 1: CC1=CC2C(CCC3(C2CCC3(C(=O)C)OC(=O)C)C)C4(C1=CC(=O)CC4)C. Drug 2: C1=NC2=C(N=C(N=C2N1C3C(C(C(O3)CO)O)F)Cl)N. Cell line: SK-MEL-5. Synergy scores: CSS=23.1, Synergy_ZIP=2.99, Synergy_Bliss=-0.830, Synergy_Loewe=-52.9, Synergy_HSA=-7.91. (2) Drug 1: CC1=C(C=C(C=C1)NC2=NC=CC(=N2)N(C)C3=CC4=NN(C(=C4C=C3)C)C)S(=O)(=O)N.Cl. Drug 2: COC1=C2C(=CC3=C1OC=C3)C=CC(=O)O2. Cell line: HS 578T. Synergy scores: CSS=-1.41, Synergy_ZIP=1.68, Synergy_Bliss=0.175, Synergy_Loewe=-1.64, Synergy_HSA=-3.01.